From a dataset of Forward reaction prediction with 1.9M reactions from USPTO patents (1976-2016). Predict the product of the given reaction. Given the reactants [C:1]([C:5]1[N:10]=[CH:9][C:8]([C:11]2[N:12]([C:32](Cl)=[O:33])[C@@:13]([C:25]3[CH:30]=[CH:29][C:28]([Cl:31])=[CH:27][CH:26]=3)([CH3:24])[C@@:14]([C:17]3[CH:22]=[CH:21][C:20]([Cl:23])=[CH:19][CH:18]=3)([CH3:16])[N:15]=2)=[C:7]([O:35][CH2:36][CH3:37])[CH:6]=1)([CH3:4])([CH3:3])[CH3:2].[NH2:38][CH2:39][CH2:40][C@H:41]([OH:44])[CH2:42][OH:43].OCC[C@H]1COC(C)(C)O1, predict the reaction product. The product is: [OH:44][C@H:41]([CH2:42][OH:43])[CH2:40][CH2:39][NH:38][C:32]([N:12]1[C@@:13]([C:25]2[CH:30]=[CH:29][C:28]([Cl:31])=[CH:27][CH:26]=2)([CH3:24])[C@@:14]([C:17]2[CH:18]=[CH:19][C:20]([Cl:23])=[CH:21][CH:22]=2)([CH3:16])[N:15]=[C:11]1[C:8]1[CH:9]=[N:10][C:5]([C:1]([CH3:2])([CH3:4])[CH3:3])=[CH:6][C:7]=1[O:35][CH2:36][CH3:37])=[O:33].